Predict the reactants needed to synthesize the given product. From a dataset of Full USPTO retrosynthesis dataset with 1.9M reactions from patents (1976-2016). Given the product [OH:13][CH2:14][CH2:15][CH2:16][CH2:17][NH:18][C:10]([CH:2]1[CH2:3][C:4]2[C:9](=[CH:8][CH:7]=[CH:6][CH:5]=2)[CH2:1]1)=[O:11], predict the reactants needed to synthesize it. The reactants are: [CH2:1]1[C:9]2[C:4](=[CH:5][CH:6]=[CH:7][CH:8]=2)[CH2:3][CH:2]1[C:10](Cl)=[O:11].[OH:13][CH2:14][CH2:15][CH2:16][CH2:17][NH:18]C(=O)C1C=CC=CC=1.